Dataset: Reaction yield outcomes from USPTO patents with 853,638 reactions. Task: Predict the reaction yield, written as a fraction of the theoretical maximum amount of product (1.0 means a 100% yield; for example, 0.34 means a 34% yield). The reactants are [NH2:1][C:2]1[CH:3]=[CH:4][C:5]2[O:9][N:8]=[C:7]([CH:10]3[CH2:15][CH2:14][N:13]([C:16]([O:18][C:19]([CH3:22])([CH3:21])[CH3:20])=[O:17])[CH2:12][CH2:11]3)[C:6]=2[CH:23]=1.F[B-](F)(F)F.N1(OC(N(C)C)=[N+](C)C)C2C=CC=CC=2N=N1.C(N(C(C)C)CC)(C)C.[C:55]([C:57]1[CH:58]=[C:59]([CH:63]=[CH:64][CH:65]=1)[C:60](O)=[O:61])#[N:56].C(=O)(O)[O-].[Na+]. The catalyst is CN(C)C=O.O. The product is [C:55]([C:57]1[CH:58]=[C:59]([CH:63]=[CH:64][CH:65]=1)[C:60]([NH:1][C:2]1[CH:3]=[CH:4][C:5]2[O:9][N:8]=[C:7]([CH:10]3[CH2:15][CH2:14][N:13]([C:16]([O:18][C:19]([CH3:20])([CH3:22])[CH3:21])=[O:17])[CH2:12][CH2:11]3)[C:6]=2[CH:23]=1)=[O:61])#[N:56]. The yield is 0.670.